This data is from Catalyst prediction with 721,799 reactions and 888 catalyst types from USPTO. The task is: Predict which catalyst facilitates the given reaction. (1) Reactant: [F:1][C:2]1[CH:3]=[C:4]([C:26]2[CH:31]=[CH:30][CH:29]=[CH:28][CH:27]=2)[CH:5]=[CH:6][C:7]=1[CH2:8][CH2:9][C:10]([CH3:25])([S:21]([CH3:24])(=[O:23])=[O:22])[C:11]([NH:13][O:14]C1CCCCO1)=[O:12].Cl. Product: [F:1][C:2]1[CH:3]=[C:4]([C:26]2[CH:27]=[CH:28][CH:29]=[CH:30][CH:31]=2)[CH:5]=[CH:6][C:7]=1[CH2:8][CH2:9][C:10]([CH3:25])([S:21]([CH3:24])(=[O:23])=[O:22])[C:11]([NH:13][OH:14])=[O:12]. The catalyst class is: 269. (2) Reactant: [C:1]([OH:8])(=[O:7])[CH2:2][CH2:3][CH2:4][CH2:5][CH3:6].O[N:10]1[C:14](=[O:15])[CH2:13][CH2:12][C:11]1=[O:16].C1CCC(N=C=NC2CCCCC2)CC1. Product: [C:1]([O:8][N:10]1[C:14](=[O:15])[CH2:13][CH2:12][C:11]1=[O:16])(=[O:7])[CH2:2][CH2:3][CH2:4][CH2:5][CH3:6]. The catalyst class is: 3. (3) Reactant: CS(O[CH2:6][C@H:7]([CH2:11][C:12]1[CH:17]=[CH:16][C:15]2[O:18][CH2:19][O:20][C:14]=2[CH:13]=1)[C:8]([OH:10])=[O:9])(=O)=O.[OH-].[Na+]. Product: [CH2:19]1[O:18][C:15]2[CH:16]=[CH:17][C:12]([CH2:11][C@H:7]3[CH2:6][O:9][C:8]3=[O:10])=[CH:13][C:14]=2[O:20]1. The catalyst class is: 13. (4) Reactant: [Br:1][C:2]1[CH:3]=[C:4]2[C:10]([CH:11]([C:14]3[C:19]([O:20][CH2:21][CH3:22])=[CH:18][CH:17]=[C:16]([F:23])[C:15]=3[Cl:24])OC)=[CH:9][NH:8][C:5]2=[N:6][CH:7]=1.B(F)(F)F.[CH3:29]COCC.C[Zn]C.C1(C)C=CC=CC=1. Product: [Br:1][C:2]1[CH:3]=[C:4]2[C:10]([CH:11]([C:14]3[C:19]([O:20][CH2:21][CH3:22])=[CH:18][CH:17]=[C:16]([F:23])[C:15]=3[Cl:24])[CH3:29])=[CH:9][NH:8][C:5]2=[N:6][CH:7]=1. The catalyst class is: 1. (5) Reactant: C([O:8][C:9](=[O:50])[CH2:10][C:11]1[CH:16]=[CH:15][C:14]([O:17][CH2:18][C:19]2[CH:24]=[CH:23][CH:22]=[CH:21][CH:20]=2)=[C:13]([O:25][C:26]2[CH:31]=[CH:30][C:29]([C:32]([F:35])([F:34])[F:33])=[CH:28][C:27]=2[CH2:36][N:37]2[C@@H:41]([CH3:42])[C@@H:40]([C:43]3[CH:48]=[CH:47][CH:46]=[CH:45][CH:44]=3)[O:39][C:38]2=[O:49])[CH:12]=1)C1C=CC=CC=1.[OH-].[Li+].Cl. Product: [CH2:18]([O:17][C:14]1[CH:15]=[CH:16][C:11]([CH2:10][C:9]([OH:50])=[O:8])=[CH:12][C:13]=1[O:25][C:26]1[CH:31]=[CH:30][C:29]([C:32]([F:33])([F:34])[F:35])=[CH:28][C:27]=1[CH2:36][N:37]1[C@@H:41]([CH3:42])[C@@H:40]([C:43]2[CH:44]=[CH:45][CH:46]=[CH:47][CH:48]=2)[O:39][C:38]1=[O:49])[C:19]1[CH:20]=[CH:21][CH:22]=[CH:23][CH:24]=1. The catalyst class is: 5. (6) Reactant: [F:1][C:2]1[CH:28]=[CH:27][C:5]([CH2:6][NH:7][C:8]([C:10]2[C:15]([O:16]CC3C=CC=CC=3)=[C:14]([O:24]C)[CH:13]=[C:12]([Br:26])[N:11]=2)=[O:9])=[CH:4][CH:3]=1.C[Si](I)(C)C. Product: [F:1][C:2]1[CH:3]=[CH:4][C:5]([CH2:6][NH:7][C:8]([C:10]2[C:15]([OH:16])=[C:14]([OH:24])[CH:13]=[C:12]([Br:26])[N:11]=2)=[O:9])=[CH:27][CH:28]=1. The catalyst class is: 10.